This data is from Forward reaction prediction with 1.9M reactions from USPTO patents (1976-2016). The task is: Predict the product of the given reaction. (1) Given the reactants C(Cl)(=O)C([Cl:4])=O.[CH2:7]([O:9][C:10]([C:12]1[CH:17]=[C:16]([C:18]#[N:19])[C:15](=O)[NH:14][C:13]=1[CH2:21][O:22][CH2:23][C:24]1[CH:29]=[CH:28][CH:27]=[CH:26][CH:25]=1)=[O:11])[CH3:8].CN(C=O)C, predict the reaction product. The product is: [CH2:7]([O:9][C:10](=[O:11])[C:12]1[CH:17]=[C:16]([C:18]#[N:19])[C:15]([Cl:4])=[N:14][C:13]=1[CH2:21][O:22][CH2:23][C:24]1[CH:29]=[CH:28][CH:27]=[CH:26][CH:25]=1)[CH3:8]. (2) Given the reactants Cl.[NH2:2][C:3]1[CH:4]=[CH:5][C:6]([F:28])=[C:7]([N:9]2[C:14]([CH3:15])=[CH:13][C:12]([O:16][CH2:17][C:18]3[CH:23]=[CH:22][C:21]([F:24])=[CH:20][C:19]=3[F:25])=[C:11]([Br:26])[C:10]2=[O:27])[CH:8]=1.C(N(CC)CC)C.[C:36]([O:39][CH2:40][C:41](Cl)=[O:42])(=[O:38])[CH3:37].[Cl-].[NH4+], predict the reaction product. The product is: [C:36]([O:39][CH2:40][C:41]([NH:2][C:3]1[CH:4]=[CH:5][C:6]([F:28])=[C:7]([N:9]2[C:14]([CH3:15])=[CH:13][C:12]([O:16][CH2:17][C:18]3[CH:23]=[CH:22][C:21]([F:24])=[CH:20][C:19]=3[F:25])=[C:11]([Br:26])[C:10]2=[O:27])[CH:8]=1)=[O:42])(=[O:38])[CH3:37]. (3) The product is: [F:22][C:23]1[CH:24]=[CH:25][C:26]([CH2:29][CH2:30][N:31]2[CH2:36][CH2:35][N:34]([C:2]3[CH:7]=[CH:6][C:5]4[C:8]5[CH2:13][CH2:12][N:11]([C:14]([O:16][C:17]([CH3:20])([CH3:19])[CH3:18])=[O:15])[CH2:10][C:9]=5[S:21][C:4]=4[CH:3]=3)[C:33](=[O:37])[CH2:32]2)=[N:27][CH:28]=1. Given the reactants Br[C:2]1[CH:7]=[CH:6][C:5]2[C:8]3[CH2:13][CH2:12][N:11]([C:14]([O:16][C:17]([CH3:20])([CH3:19])[CH3:18])=[O:15])[CH2:10][C:9]=3[S:21][C:4]=2[CH:3]=1.[F:22][C:23]1[CH:24]=[CH:25][C:26]([CH2:29][CH2:30][N:31]2[CH2:36][CH2:35][NH:34][C:33](=[O:37])[CH2:32]2)=[N:27][CH:28]=1, predict the reaction product. (4) Given the reactants [CH:1]1([C:7]2[C:8]3[CH:31]=[CH:30][C:29]([C:32]([O:34][CH3:35])=[O:33])=[CH:28][C:9]=3[N:10]3[C:16]=2[C:15]2[CH:17]=[CH:18][C:19]([O:21][CH:22]4[CH2:27][CH2:26][CH2:25][NH:24][CH2:23]4)=[CH:20][C:14]=2[O:13][CH2:12][CH2:11]3)[CH2:6][CH2:5][CH2:4][CH2:3][CH2:2]1.[CH3:36][S:37](Cl)(=[O:39])=[O:38].C1(C)C=CC=CC=1, predict the reaction product. The product is: [CH:1]1([C:7]2[C:8]3[CH:31]=[CH:30][C:29]([C:32]([O:34][CH3:35])=[O:33])=[CH:28][C:9]=3[N:10]3[C:16]=2[C:15]2[CH:17]=[CH:18][C:19]([O:21][CH:22]4[CH2:27][CH2:26][CH2:25][N:24]([S:37]([CH3:36])(=[O:39])=[O:38])[CH2:23]4)=[CH:20][C:14]=2[O:13][CH2:12][CH2:11]3)[CH2:2][CH2:3][CH2:4][CH2:5][CH2:6]1. (5) Given the reactants [Br:1][C:2]1[CH:7]=[CH:6][C:5]([C:8](=[N:12][C:13]([C:15]2[C:24]3[C:19](=[CH:20][CH:21]=[CH:22][CH:23]=3)[CH:18]=[CH:17][CH:16]=2)=O)OCC)=[CH:4][CH:3]=1.[C:25]1([NH:35][NH2:36])[C:34]2[C:29](=[CH:30][CH:31]=[CH:32][CH:33]=2)[CH:28]=[CH:27][CH:26]=1, predict the reaction product. The product is: [Br:1][C:2]1[CH:7]=[CH:6][C:5]([C:8]2[N:12]=[C:13]([C:15]3[C:24]4[C:19](=[CH:20][CH:21]=[CH:22][CH:23]=4)[CH:18]=[CH:17][CH:16]=3)[N:35]([C:25]3[C:34]4[C:29](=[CH:30][CH:31]=[CH:32][CH:33]=4)[CH:28]=[CH:27][CH:26]=3)[N:36]=2)=[CH:4][CH:3]=1. (6) Given the reactants [Br:1][C:2]1[N:3]=[C:4]2[C:10]([C:11]([OH:13])=O)=[CH:9][N:8]([CH2:14][O:15][CH2:16][CH2:17][Si:18]([CH3:21])([CH3:20])[CH3:19])[C:5]2=[N:6][CH:7]=1.C(N=C=NCCCN(C)C)C.C(N(CC)C(C)C)(C)C.[CH3:42][C:43]([CH3:48])([CH3:47])[C@@H:44]([NH2:46])[CH3:45], predict the reaction product. The product is: [CH3:45][C@H:44]([NH:46][C:11]([C:10]1[C:4]2[C:5](=[N:6][CH:7]=[C:2]([Br:1])[N:3]=2)[N:8]([CH2:14][O:15][CH2:16][CH2:17][Si:18]([CH3:21])([CH3:20])[CH3:19])[CH:9]=1)=[O:13])[C:43]([CH3:48])([CH3:47])[CH3:42]. (7) The product is: [NH:29]1[C:30]2[C:26](=[CH:25][C:24]([O:23][C:2]3[C:11]4[C:6](=[CH:7][C:8]([O:14][CH2:15][CH2:16][CH2:17][N:18]5[CH2:22][CH2:21][CH2:20][CH2:19]5)=[C:9]([O:12][CH3:13])[CH:10]=4)[N:5]=[N:4][CH:3]=3)=[CH:32][CH:31]=2)[CH:27]=[CH:28]1. Given the reactants Cl[C:2]1[C:11]2[C:6](=[CH:7][C:8]([O:14][CH2:15][CH2:16][CH2:17][N:18]3[CH2:22][CH2:21][CH2:20][CH2:19]3)=[C:9]([O:12][CH3:13])[CH:10]=2)[N:5]=[N:4][CH:3]=1.[OH:23][C:24]1[CH:25]=[C:26]2[C:30](=[CH:31][CH:32]=1)[NH:29][CH:28]=[CH:27]2.C(=O)([O-])[O-].[K+].[K+], predict the reaction product. (8) Given the reactants [Na].CCCCCC.Cl[C:9]1[N:17]=[CH:16][CH:15]=[CH:14][C:10]=1[C:11]([OH:13])=[O:12].[CH2:18]([OH:21])[CH2:19][CH3:20], predict the reaction product. The product is: [CH2:18]([O:21][C:9]1[N:17]=[CH:16][CH:15]=[CH:14][C:10]=1[C:11]([OH:13])=[O:12])[CH2:19][CH3:20].